Dataset: Reaction yield outcomes from USPTO patents with 853,638 reactions. Task: Predict the reaction yield, written as a fraction of the theoretical maximum amount of product (1.0 means a 100% yield; for example, 0.34 means a 34% yield). (1) The reactants are [NH2:1][C:2]1[S:3][C:4]2[CH:10]=[C:9]([O:11][C:12]3[CH:13]=[C:14]([NH:18][C:19](=[O:31])[C:20]4[CH:25]=[CH:24][CH:23]=[C:22]([C:26]([C:29]#[N:30])([CH3:28])[CH3:27])[CH:21]=4)[CH:15]=[CH:16][CH:17]=3)[CH:8]=[CH:7][C:5]=2[N:6]=1.[CH:32]1([C:35](Cl)=[O:36])[CH2:34][CH2:33]1. The catalyst is N1C=CC=CC=1.CN(C)C1C=CN=CC=1.CO.[OH-].[Na+]. The product is [C:29]([C:26]([C:22]1[CH:21]=[C:20]([CH:25]=[CH:24][CH:23]=1)[C:19]([NH:18][C:14]1[CH:15]=[CH:16][CH:17]=[C:12]([O:11][C:9]2[CH:8]=[CH:7][C:5]3[N:6]=[C:2]([NH:1][C:35]([CH:32]4[CH2:34][CH2:33]4)=[O:36])[S:3][C:4]=3[CH:10]=2)[CH:13]=1)=[O:31])([CH3:27])[CH3:28])#[N:30]. The yield is 0.880. (2) The reactants are [NH2:1][C:2]1[N:3]=[CH:4][C:5]2[CH2:11][N:10]([C:12]3[C:13](=[O:19])[NH:14][CH:15]=[CH:16][C:17]=3[CH3:18])[CH2:9][CH2:8][C:6]=2[N:7]=1.I[C:21]1[CH:25]=[CH:24][N:23]([CH3:26])[N:22]=1.CNCCNC.P([O-])([O-])([O-])=O.[K+].[K+].[K+]. The catalyst is [Cu](I)I.CN1CCCC1=O. The product is [NH2:1][C:2]1[N:3]=[CH:4][C:5]2[CH2:11][N:10]([CH:12]3[C:17]([CH3:18])=[CH:16][CH2:15][N:14]([C:21]4[CH:25]=[CH:24][N:23]([CH3:26])[N:22]=4)[C:13]3=[O:19])[CH2:9][CH2:8][C:6]=2[N:7]=1. The yield is 0.520. (3) The yield is 0.900. The catalyst is O1CCOCC1. The reactants are ClC(OC(Cl)(Cl)Cl)=[O:3].[CH2:9]([O:11][C:12](=[O:30])[C:13]1[CH:18]=[C:17]([F:19])[CH:16]=[N:15][C:14]=1[NH:20][CH2:21][C:22]1[CH:27]=[CH:26][C:25]([O:28][CH3:29])=[CH:24][CH:23]=1)C. The product is [F:19][C:17]1[CH:16]=[N:15][C:14]2[N:20]([CH2:21][C:22]3[CH:27]=[CH:26][C:25]([O:28][CH3:29])=[CH:24][CH:23]=3)[C:9](=[O:3])[O:11][C:12](=[O:30])[C:13]=2[CH:18]=1. (4) The reactants are [N+:1]([C:4]1[CH:5]=[C:6]([NH:10][CH2:11][C:12]2[CH:17]=[CH:16][CH:15]=[C:14]([O:18][C:19]([F:24])([F:23])[CH:20]([F:22])[F:21])[CH:13]=2)[CH:7]=[CH:8][CH:9]=1)([O-:3])=[O:2].[F:25][C:26]([F:31])([F:30])[CH:27]1[O:29][CH2:28]1.FC(F)(F)S([O-])(=O)=O.[Yb+3].FC(F)(F)S([O-])(=O)=O.FC(F)(F)S([O-])(=O)=O. The catalyst is C(#N)C. The product is [N+:1]([C:4]1[CH:5]=[C:6]([N:10]([CH2:11][C:12]2[CH:17]=[CH:16][CH:15]=[C:14]([O:18][C:19]([F:23])([F:24])[CH:20]([F:21])[F:22])[CH:13]=2)[CH2:28][CH:27]([OH:29])[C:26]([F:31])([F:30])[F:25])[CH:7]=[CH:8][CH:9]=1)([O-:3])=[O:2]. The yield is 0.450. (5) The reactants are [Cl:1][C:2]1[C:7]([CH:8]([OH:12])[C:9]([OH:11])=[O:10])=[C:6]([CH3:13])[N:5]=[C:4]2[NH:14][C:15]([CH3:18])=[C:16]([CH3:17])[C:3]=12.S(=O)(=O)(O)O.[OH-].[Na+].[CH3:26]O. No catalyst specified. The product is [Cl:1][C:2]1[C:7]([CH:8]([OH:12])[C:9]([O:11][CH3:26])=[O:10])=[C:6]([CH3:13])[N:5]=[C:4]2[NH:14][C:15]([CH3:18])=[C:16]([CH3:17])[C:3]=12. The yield is 0.500. (6) The reactants are [CH3:1][O:2]S([O-])(=O)=O.[NH2:7][C:8]1[CH:16]=[CH:15][C:14]([Br:17])=[CH:13][C:9]=1[C:10](O)=[O:11].CCN(CC)CC. The catalyst is CN(C=O)C. The product is [NH2:7][C:8]1[CH:16]=[CH:15][C:14]([Br:17])=[CH:13][C:9]=1[C:10]([O:2][CH3:1])=[O:11]. The yield is 0.560. (7) The reactants are Cl.[C:2]([C:4]1[CH:12]=[CH:11][C:7]([CH2:8][O:9][NH2:10])=[C:6]([O:13][CH2:14][CH3:15])[CH:5]=1)#[N:3].[CH3:16][OH:17].C=O. The catalyst is O. The product is [C:2]([C:4]1[CH:12]=[CH:11][C:7]([CH2:8][O:9][NH2:10])=[C:6]([O:13][CH2:14][CH3:15])[CH:5]=1)#[N:3].[CH2:16]=[O:17]. The yield is 0.960.